This data is from Catalyst prediction with 721,799 reactions and 888 catalyst types from USPTO. The task is: Predict which catalyst facilitates the given reaction. (1) Reactant: [C:1]([OH:11])(=[O:10])[C@H:2]([C:4]1[CH:9]=[CH:8][CH:7]=[CH:6][CH:5]=1)[OH:3].O[N:13]1[C:17](=[O:18])[CH2:16][CH2:15][C:14]1=[O:19].C1(N=C=NC2CCCCC2)CCCCC1. Product: [O:19]=[C:14]1[CH2:15][CH2:16][C:17](=[O:18])[N:13]1[O:10][C:1](=[O:11])[C@@H:2]([OH:3])[C:4]1[CH:9]=[CH:8][CH:7]=[CH:6][CH:5]=1. The catalyst class is: 25. (2) Reactant: [Cl:1][C:2]1[CH:14]=[C:13](B2OC(C)(C)C(C)(C)O2)[CH:12]=[CH:11][C:3]=1[O:4][CH:5]1[CH2:10][CH2:9][O:8][CH2:7][CH2:6]1.C([O-])([O-])=O.[Na+].[Na+].Br[C:31]1[CH:36]=[CH:35][N:34]([CH2:37][CH2:38][CH:39]2[CH2:41][CH2:40]2)[C:33](=[O:42])[C:32]=1[C:43]#[N:44]. Product: [Cl:1][C:2]1[CH:14]=[C:13]([C:31]2[CH:36]=[CH:35][N:34]([CH2:37][CH2:38][CH:39]3[CH2:41][CH2:40]3)[C:33](=[O:42])[C:32]=2[C:43]#[N:44])[CH:12]=[CH:11][C:3]=1[O:4][CH:5]1[CH2:6][CH2:7][O:8][CH2:9][CH2:10]1. The catalyst class is: 752.